Dataset: Peptide-MHC class II binding affinity with 134,281 pairs from IEDB. Task: Regression. Given a peptide amino acid sequence and an MHC pseudo amino acid sequence, predict their binding affinity value. This is MHC class II binding data. The peptide sequence is AFILDGDNLFNKV. The MHC is DRB3_0101 with pseudo-sequence DRB3_0101. The binding affinity (normalized) is 0.846.